This data is from Reaction yield outcomes from USPTO patents with 853,638 reactions. The task is: Predict the reaction yield, written as a fraction of the theoretical maximum amount of product (1.0 means a 100% yield; for example, 0.34 means a 34% yield). (1) The reactants are [C:1]([N:5]([CH2:9][CH2:10][N:11]1[C:19](=[O:20])[C:18]2[C:13](=[CH:14][CH:15]=[CH:16][CH:17]=2)[C:12]1=[O:21])[C:6](=[O:8])[OH:7])([CH3:4])(C)C.[C:22]1(=O)NC(=O)[C:24]2=CC=C[CH:31]=[C:23]12.[H-].[Na+].[CH2:35](Br)C=C. The catalyst is C1COCC1. The product is [CH2:1]([N:5]([CH2:9][CH2:10][N:11]1[C:12](=[O:21])[C:13]2[C:18](=[CH:17][CH:16]=[CH:15][CH:14]=2)[C:19]1=[O:20])[C:6](=[O:8])[O:7][C:23]([CH3:24])([CH3:31])[CH3:22])[CH:4]=[CH2:35]. The yield is 0.580. (2) The yield is 0.0900. The reactants are Cl[C:2]1[CH:7]=[CH:6][N:5]=[C:4]2[CH:8]=[C:9]([C:11]3[S:12][CH:13]=[C:14]([C:16]([NH:18][CH3:19])=[O:17])[N:15]=3)[S:10][C:3]=12.[CH3:20][NH:21][C:22]([C:24]1[C:32]2[C:27](=[CH:28][C:29]([OH:33])=[CH:30][CH:31]=2)[N:26]([CH3:34])[C:25]=1[CH3:35])=[O:23].C([O-])([O-])=O.[Cs+].[Cs+]. No catalyst specified. The product is [CH3:20][NH:21][C:22]([C:24]1[C:32]2[C:27](=[CH:28][C:29]([O:33][C:2]3[CH:7]=[CH:6][N:5]=[C:4]4[CH:8]=[C:9]([C:11]5[S:12][CH:13]=[C:14]([C:16](=[O:17])[NH:18][CH3:19])[N:15]=5)[S:10][C:3]=34)=[CH:30][CH:31]=2)[N:26]([CH3:34])[C:25]=1[CH3:35])=[O:23]. (3) The reactants are C(O[C:6](=O)[NH:7][C@H:8]1[CH2:11][C@H:10]([NH:12][C:13]2[S:14][C:15]3[CH:21]=[CH:20][CH:19]=[CH:18][C:16]=3[N:17]=2)[CH2:9]1)(C)(C)C.C(=O)([O-])[O-].[Cs+].[Cs+].[Br:29][C:30]1C(F)=[N:32][CH:33]=[CH:34][CH:35]=1. The catalyst is ClCCl.FC(F)(F)C(O)=O.CS(C)=O. The product is [S:14]1[C:15]2[CH:21]=[CH:20][CH:19]=[CH:18][C:16]=2[N:17]=[C:13]1[NH:12][C@H:10]1[CH2:9][C@H:8]([NH:7][C:6]2[C:30]([Br:29])=[CH:35][CH:34]=[CH:33][N:32]=2)[CH2:11]1. The yield is 0.638. (4) The reactants are F[C:2]1[CH:3]=[C:4]([OH:11])[CH:5]=[CH:6][C:7]=1[N+:8]([O-:10])=[O:9].Cl.[CH3:13][NH2:14]. No catalyst specified. The product is [CH3:13][NH:14][C:2]1[CH:3]=[C:4]([OH:11])[CH:5]=[CH:6][C:7]=1[N+:8]([O-:10])=[O:9]. The yield is 0.980. (5) The reactants are [Br:1][C:2]1[C:3](F)=[C:4]2[C:10]([NH:11][C:12](=[O:17])[CH2:13][CH:14]3[CH2:16][CH2:15]3)=[CH:9][NH:8][C:5]2=[N:6][CH:7]=1.[NH:19]1[CH2:24][CH2:23][CH2:22][C@@H:21]([NH:25][C:26](=[O:32])[O:27][C:28]([CH3:31])([CH3:30])[CH3:29])[CH2:20]1.C(N(CC)CC)C. The catalyst is CCCCO. The product is [Br:1][C:2]1[C:3]([N:19]2[CH2:24][CH2:23][CH2:22][C@@H:21]([NH:25][C:26](=[O:32])[O:27][C:28]([CH3:30])([CH3:29])[CH3:31])[CH2:20]2)=[C:4]2[C:10]([NH:11][C:12](=[O:17])[CH2:13][CH:14]3[CH2:16][CH2:15]3)=[CH:9][NH:8][C:5]2=[N:6][CH:7]=1. The yield is 0.260. (6) The reactants are C(O[BH-](OC(=O)C)OC(=O)C)(=O)C.[Na+].[NH:15]1[CH2:20][CH2:19][CH:18]([O:21][C:22]2[CH:27]=[CH:26][C:25]([C:28]3[CH2:29][CH2:30][N:31]([C:34]([O:36][CH2:37][C:38]4[CH:43]=[CH:42][CH:41]=[CH:40][CH:39]=4)=[O:35])[CH2:32][CH:33]=3)=[CH:24][CH:23]=2)[CH2:17][CH2:16]1.[C:44]1(=O)[CH2:47][CH2:46][CH2:45]1.[OH-].[Na+]. The catalyst is ClCCl. The product is [CH:44]1([N:15]2[CH2:20][CH2:19][CH:18]([O:21][C:22]3[CH:23]=[CH:24][C:25]([C:28]4[CH2:33][CH2:32][N:31]([C:34]([O:36][CH2:37][C:38]5[CH:39]=[CH:40][CH:41]=[CH:42][CH:43]=5)=[O:35])[CH2:30][CH:29]=4)=[CH:26][CH:27]=3)[CH2:17][CH2:16]2)[CH2:47][CH2:46][CH2:45]1. The yield is 0.870. (7) The reactants are [CH3:1][O:2][C:3]1[CH:8]=[CH:7][C:6]([NH:9][C:10]2[CH:18]=[CH:17][CH:16]=[C:12]([C:13]([OH:15])=O)[C:11]=2[C:19]([OH:21])=O)=[CH:5][CH:4]=1.Cl.[NH2:23][CH:24]1[CH2:30][CH2:29][C:28](=[O:31])[NH:27][C:25]1=[O:26]. The catalyst is N1C=CC=CC=1. The product is [O:26]=[C:25]1[CH:24]([N:23]2[C:19](=[O:21])[C:11]3[C:12](=[CH:16][CH:17]=[CH:18][C:10]=3[NH:9][C:6]3[CH:5]=[CH:4][C:3]([O:2][CH3:1])=[CH:8][CH:7]=3)[C:13]2=[O:15])[CH2:30][CH2:29][C:28](=[O:31])[NH:27]1. The yield is 0.840.